This data is from Reaction yield outcomes from USPTO patents with 853,638 reactions. The task is: Predict the reaction yield, written as a fraction of the theoretical maximum amount of product (1.0 means a 100% yield; for example, 0.34 means a 34% yield). (1) The reactants are [Cl:1][C:2]1[CH:7]=[C:6]([Cl:8])[C:5]([F:9])=[CH:4][C:3]=1[CH:10]([C:22]1[CH:27]=[CH:26][CH:25]=[CH:24][CH:23]=1)[NH:11][C:12](=[O:21])[CH2:13][C:14]1[CH:19]=[CH:18][C:17]([OH:20])=[CH:16][CH:15]=1.Cl[CH2:29][C:30]1[C:31]([CH3:36])=[N:32][CH:33]=[CH:34][CH:35]=1. No catalyst specified. The product is [Cl:1][C:2]1[CH:7]=[C:6]([Cl:8])[C:5]([F:9])=[CH:4][C:3]=1[CH:10]([C:22]1[CH:27]=[CH:26][CH:25]=[CH:24][CH:23]=1)[NH:11][C:12](=[O:21])[CH2:13][C:14]1[CH:15]=[CH:16][C:17]([O:20][CH2:29][C:30]2[C:31]([CH3:36])=[N:32][CH:33]=[CH:34][CH:35]=2)=[CH:18][CH:19]=1. The yield is 0.160. (2) The reactants are [CH3:1][C:2]([CH3:7])([CH3:6])[C:3]([NH2:5])=[O:4].C(Cl)(=O)[C:9](Cl)=[O:10].[CH3:14][C:15]1[N:20]=[C:19]([NH2:21])[CH:18]=[CH:17][C:16]=1[O:22][C:23]1[CH:28]=[CH:27][N:26]=[C:25]([C:29]2[O:33][N:32]=[C:31]([CH3:34])[CH:30]=2)[CH:24]=1.N1C=CC=CC=1.C([O-])(O)=O.[Na+]. The catalyst is ClCCCl.C1COCC1. The product is [CH3:14][C:15]1[N:20]=[C:19]([NH:21][C:9]([NH:5][C:3](=[O:4])[C:2]([CH3:7])([CH3:6])[CH3:1])=[O:10])[CH:18]=[CH:17][C:16]=1[O:22][C:23]1[CH:28]=[CH:27][N:26]=[C:25]([C:29]2[O:33][N:32]=[C:31]([CH3:34])[CH:30]=2)[CH:24]=1. The yield is 0.180. (3) The reactants are Cl.CN(C)CCCN=C=NCC.[CH3:13][O:14][C:15]1[CH:16]=[C:17]2[C:25](=[CH:26][CH:27]=1)[NH:24][C:23]1[CH2:22][N:21]([S:28]([CH2:31][CH:32]([CH:36]([CH3:38])[CH3:37])[C:33]([OH:35])=O)(=[O:30])=[O:29])[CH2:20][CH2:19][C:18]2=1.[Si]([O:46][NH2:47])(C(C)(C)C)(C)C.O. The catalyst is ClCCl. The product is [OH:46][NH:47][C:33](=[O:35])[CH:32]([CH2:31][S:28]([N:21]1[CH2:20][CH2:19][C:18]2[C:17]3[C:25](=[CH:26][CH:27]=[C:15]([O:14][CH3:13])[CH:16]=3)[NH:24][C:23]=2[CH2:22]1)(=[O:29])=[O:30])[CH:36]([CH3:38])[CH3:37]. The yield is 0.210. (4) The reactants are [N:1]1([S:7]([C:10]2[CH:15]=[CH:14][C:13]([CH2:16][NH2:17])=[CH:12][CH:11]=2)(=[O:9])=[O:8])[CH2:6][CH2:5][O:4][CH2:3][CH2:2]1.Cl[C:19]([O:21][C:22]1[CH:27]=[CH:26][C:25]([N+:28]([O-:30])=[O:29])=[CH:24][CH:23]=1)=[O:20]. The catalyst is C1(C)C=CC=CC=1. The product is [N:1]1([S:7]([C:10]2[CH:11]=[CH:12][C:13]([CH2:16][NH:17][C:19](=[O:20])[O:21][C:22]3[CH:23]=[CH:24][C:25]([N+:28]([O-:30])=[O:29])=[CH:26][CH:27]=3)=[CH:14][CH:15]=2)(=[O:9])=[O:8])[CH2:2][CH2:3][O:4][CH2:5][CH2:6]1. The yield is 0.490. (5) The reactants are [CH3:1][O:2][C:3]1[CH:4]=[C:5]2[C:10](=[CH:11][CH:12]=1)[C:9]([C:13](=[O:29])[C:14]1[CH:19]=[CH:18][C:17]([O:20][CH2:21][CH2:22][N:23]3[CH2:28][CH2:27][CH2:26][CH2:25][CH2:24]3)=[CH:16][CH:15]=1)=[C:8](OS(C(F)(F)F)(=O)=O)[CH:7]=[CH:6]2.[F:38][C:39]1[CH:44]=[C:43]([F:45])[CH:42]=[C:41]([F:46])[C:40]=1B(O)O.P([O-])([O-])([O-])=O.[K+].[K+].[K+]. The catalyst is CN(C=O)C.C1C=CC([P]([Pd]([P](C2C=CC=CC=2)(C2C=CC=CC=2)C2C=CC=CC=2)([P](C2C=CC=CC=2)(C2C=CC=CC=2)C2C=CC=CC=2)[P](C2C=CC=CC=2)(C2C=CC=CC=2)C2C=CC=CC=2)(C2C=CC=CC=2)C2C=CC=CC=2)=CC=1. The product is [CH3:1][O:2][C:3]1[CH:4]=[C:5]2[C:10](=[CH:11][CH:12]=1)[C:9]([C:13]([C:14]1[CH:19]=[CH:18][C:17]([O:20][CH2:21][CH2:22][N:23]3[CH2:24][CH2:25][CH2:26][CH2:27][CH2:28]3)=[CH:16][CH:15]=1)=[O:29])=[C:8]([C:40]1[C:39]([F:38])=[CH:44][C:43]([F:45])=[CH:42][C:41]=1[F:46])[CH:7]=[CH:6]2. The yield is 0.930. (6) The reactants are Br[C:2]1[CH:3]=[CH:4][CH:5]=[C:6]2[C:11]=1[N:10]=[C:9]([C:12]1[CH:13]=[N:14][CH:15]=[CH:16][CH:17]=1)[N:8]=[C:7]2[NH2:18].[CH3:19][OH:20].[C:21]1(P(C2C=CC=CC=2)CCCP(C2C=CC=CC=2)C2C=CC=CC=2)C=CC=CC=1.[OH2:50]. The catalyst is C1COCC1.CC([O-])=O.CC([O-])=O.[Pd+2]. The product is [NH2:18][C:7]1[C:6]2[C:11](=[C:2]([C:19]([O:50][CH3:21])=[O:20])[CH:3]=[CH:4][CH:5]=2)[N:10]=[C:9]([C:12]2[CH:13]=[N:14][CH:15]=[CH:16][CH:17]=2)[N:8]=1. The yield is 0.620. (7) The catalyst is ClCCl. The reactants are [CH3:1][CH2:2]OC(/N=N/C(OCC)=O)=O.[C:13]([O:17][C:18]([N:20]1[CH2:25][CH2:24][N:23]([C:26]2[C:27]([O:32]CCO)=[N:28][CH:29]=[CH:30][N:31]=2)[CH2:22][CH2:21]1)=[O:19])([CH3:16])([CH3:15])[CH3:14].[C:36]([C:38]1[CH:43]=[CH:42][C:41]([OH:44])=[CH:40][CH:39]=1)#[N:37].C1(P(C2C=CC=CC=2)C2C=CC=CC=2)C=CC=CC=1. The yield is 0.130. The product is [C:36]([C:38]1[CH:43]=[CH:42][C:41]([O:44][CH2:1][CH2:2][N:28]2[CH:29]=[CH:30][N:31]=[C:26]([N:23]3[CH2:22][CH2:21][N:20]([C:18]([O:17][C:13]([CH3:16])([CH3:15])[CH3:14])=[O:19])[CH2:25][CH2:24]3)[C:27]2=[O:32])=[CH:40][CH:39]=1)#[N:37]. (8) The yield is 0.920. The product is [F:22][C:21]([F:24])([F:23])[S:18]([O:11][C:8]1[CH:9]=[C:10]2[C:5]([CH:4]=[CH:3][CH:2]=[N:1]2)=[CH:6][CH:7]=1)(=[O:20])=[O:19]. The reactants are [N:1]1[C:10]2[C:5](=[CH:6][CH:7]=[C:8]([OH:11])[CH:9]=2)[CH:4]=[CH:3][CH:2]=1.N1C=CC=CC=1.[S:18](O[S:18]([C:21]([F:24])([F:23])[F:22])(=[O:20])=[O:19])([C:21]([F:24])([F:23])[F:22])(=[O:20])=[O:19]. The catalyst is ClCCl.